Dataset: Reaction yield outcomes from USPTO patents with 853,638 reactions. Task: Predict the reaction yield, written as a fraction of the theoretical maximum amount of product (1.0 means a 100% yield; for example, 0.34 means a 34% yield). (1) The reactants are [Br:1][C:2]1[CH:3]=[C:4]2[C:9](=[CH:10][CH:11]=1)[N:8]=[CH:7][C:6]([C:12](=[O:17])[CH2:13][CH:14]([CH3:16])[CH3:15])=[C:5]2Cl.[NH2:19][C@H:20]1[CH2:25][CH2:24][C@H:23]([NH:26][C:27](=[O:33])[O:28][C:29]([CH3:32])([CH3:31])[CH3:30])[CH2:22][CH2:21]1. No catalyst specified. The product is [Br:1][C:2]1[CH:3]=[C:4]2[C:9](=[CH:10][CH:11]=1)[N:8]=[CH:7][C:6]([C:12](=[O:17])[CH2:13][CH:14]([CH3:16])[CH3:15])=[C:5]2[NH:19][C@H:20]1[CH2:25][CH2:24][C@H:23]([NH:26][C:27](=[O:33])[O:28][C:29]([CH3:31])([CH3:30])[CH3:32])[CH2:22][CH2:21]1. The yield is 0.560. (2) The reactants are [ClH:1].C(OC([N:9]1[CH2:14][CH2:13][CH:12]([CH2:15][CH2:16][CH2:17][O:18][C:19]2[CH:24]=[CH:23][C:22]([C:25]([N:27]3[CH2:36][C:35]4[CH:34]=[N:33][N:32]([CH3:37])[C:31]=4[NH:30][C:29]4[CH:38]=[CH:39][CH:40]=[CH:41][C:28]3=4)=[O:26])=[CH:21][C:20]=2[CH3:42])[CH2:11][CH2:10]1)=O)(C)(C)C. The catalyst is O1CCOCC1.CO. The product is [ClH:1].[CH3:37][N:32]1[C:31]2[NH:30][C:29]3[CH:38]=[CH:39][CH:40]=[CH:41][C:28]=3[N:27]([C:25]([C:22]3[CH:23]=[CH:24][C:19]([O:18][CH2:17][CH2:16][CH2:15][CH:12]4[CH2:13][CH2:14][NH:9][CH2:10][CH2:11]4)=[C:20]([CH3:42])[CH:21]=3)=[O:26])[CH2:36][C:35]=2[CH:34]=[N:33]1. The yield is 0.970. (3) The reactants are [CH2:1]([O:8][C:9]([NH:11][C:12]1[CH:13]=[C:14]([S:25]([NH2:28])(=[O:27])=[O:26])[CH:15]=[CH:16][C:17]=1[C:18]([O:20][C:21]([CH3:24])([CH3:23])[CH3:22])=[O:19])=[O:10])[C:2]1[CH:7]=[CH:6][CH:5]=[CH:4][CH:3]=1.[Cl:29][C:30]1[CH:31]=[C:32]([NH:46][C:47](OC2C=CC=CC=2)=[O:48])[C:33](=[CH:44][CH:45]=1)[C:34]([O:36][CH2:37][C:38]1[CH:43]=[CH:42][CH:41]=[CH:40][CH:39]=1)=[O:35]. No catalyst specified. The product is [CH2:1]([O:8][C:9]([NH:11][C:12]1[CH:13]=[C:14]([S:25]([NH:28][C:47]([NH:46][C:32]2[CH:31]=[C:30]([Cl:29])[CH:45]=[CH:44][C:33]=2[C:34]([O:36][CH2:37][C:38]2[CH:43]=[CH:42][CH:41]=[CH:40][CH:39]=2)=[O:35])=[O:48])(=[O:27])=[O:26])[CH:15]=[CH:16][C:17]=1[C:18]([O:20][C:21]([CH3:24])([CH3:23])[CH3:22])=[O:19])=[O:10])[C:2]1[CH:7]=[CH:6][CH:5]=[CH:4][CH:3]=1. The yield is 0.770. (4) The reactants are [Br:1][C:2]1[CH:3]=[C:4]2[C:8](=[CH:9][CH:10]=1)[NH:7][C:6](=[O:11])/[C:5]/2=[N:12]\[C:13]1[CH:18]=[CH:17][CH:16]=[C:15]([C:19]([F:22])([F:21])[F:20])[CH:14]=1.C(N(CC)CC)C.[C:30]1(B(O)O)[CH:35]=[CH:34][CH:33]=[CH:32][CH:31]=1. The catalyst is C(Cl)Cl.C([O-])(=O)C.[Cu+2].C([O-])(=O)C. The product is [Br:1][C:2]1[CH:3]=[C:4]2[C:8](=[CH:9][CH:10]=1)[N:7]([C:30]1[CH:35]=[CH:34][CH:33]=[CH:32][CH:31]=1)[C:6](=[O:11])/[C:5]/2=[N:12]\[C:13]1[CH:18]=[CH:17][CH:16]=[C:15]([C:19]([F:20])([F:22])[F:21])[CH:14]=1. The yield is 0.200. (5) The reactants are [CH2:1]([C:3]1[CH:9]=[C:8]([O:10][C:11]2[CH:12]=[N:13][C:14]([S:17]([CH3:20])(=[O:19])=[O:18])=[CH:15][CH:16]=2)[CH:7]=[CH:6][C:4]=1[NH2:5])[CH3:2].Cl.[N:22]([O-])=O.[Na+].[CH3:26][CH:27](C(C)=O)[C:28]([O:30][CH2:31][CH3:32])=[O:29].[OH-].[K+]. The catalyst is O.C(O)C.CCCCCC.C(OCC)(=O)C. The product is [CH2:1]([C:3]1[CH:9]=[C:8]([O:10][C:11]2[CH:12]=[N:13][C:14]([S:17]([CH3:20])(=[O:19])=[O:18])=[CH:15][CH:16]=2)[CH:7]=[CH:6][C:4]=1[NH:5]/[N:22]=[C:27](\[CH3:26])/[C:28]([O:30][CH2:31][CH3:32])=[O:29])[CH3:2]. The yield is 0.660. (6) The catalyst is C1COCC1. The product is [Cl:20][C:21]1[CH:29]=[CH:28][CH:27]=[C:26]([Cl:30])[C:22]=1[C:23](/[N:12]=[C:6]1\[S:7][C:8]([CH3:11])=[C:9]([CH3:10])[N:5]\1[CH2:4][CH2:3][O:2][CH3:1])=[O:24]. The reactants are [CH3:1][O:2][CH2:3][CH2:4][N:5]1[C:9]([CH3:10])=[C:8]([CH3:11])[S:7][C:6]1=[NH:12].CCN(CC)CC.[Cl:20][C:21]1[CH:29]=[CH:28][CH:27]=[C:26]([Cl:30])[C:22]=1[C:23](Cl)=[O:24]. The yield is 0.300.